This data is from Forward reaction prediction with 1.9M reactions from USPTO patents (1976-2016). The task is: Predict the product of the given reaction. (1) Given the reactants [NH2:1][C:2]1[CH:20]=[CH:19][C:5]([O:6][CH2:7][CH2:8][CH2:9][CH2:10][O:11][C:12]2[CH:18]=[CH:17][C:15]([NH2:16])=[CH:14][CH:13]=2)=[CH:4][CH:3]=1.[S:21](O[S:21]([C:24]([F:27])([F:26])[F:25])(=[O:23])=[O:22])([C:24]([F:27])([F:26])[F:25])(=[O:23])=[O:22].C(=O)(O)[O-].[Na+], predict the reaction product. The product is: [F:25][C:24]([F:27])([F:26])[S:21]([NH:16][C:15]1[CH:14]=[CH:13][C:12]([O:11][CH2:10][CH2:9][CH2:8][CH2:7][O:6][C:5]2[CH:4]=[CH:3][C:2]([NH:1][S:21]([C:24]([F:25])([F:26])[F:27])(=[O:22])=[O:23])=[CH:20][CH:19]=2)=[CH:18][CH:17]=1)(=[O:23])=[O:22]. (2) Given the reactants [Cl:1][C:2]1[CH:3]=[C:4]([CH:26]=[CH:27][C:28]=1[Cl:29])[CH2:5][O:6][C:7]1[CH:12]=[CH:11][C:10]([C@H:13]([OH:25])[CH2:14][O:15][C:16]2[CH:17]=[C:18]([CH:21]=[CH:22][C:23]=2F)[C:19]#[N:20])=[CH:9][CH:8]=1.[H-].[Na+], predict the reaction product. The product is: [Cl:1][C:2]1[CH:3]=[C:4]([CH:26]=[CH:27][C:28]=1[Cl:29])[CH2:5][O:6][C:7]1[CH:12]=[CH:11][C:10]([C@@H:13]2[O:25][C:23]3[CH:22]=[CH:21][C:18]([C:19]#[N:20])=[CH:17][C:16]=3[O:15][CH2:14]2)=[CH:9][CH:8]=1. (3) Given the reactants [CH2:1]([C@H:3]1[C@@H:7]([C:8]2[N:12]3[C:13]4[CH:19]=[CH:18][N:17]([S:20]([C:23]5[CH:29]=[CH:28][C:26]([CH3:27])=[CH:25][CH:24]=5)(=[O:22])=[O:21])[C:14]=4[N:15]=[CH:16][C:11]3=[N:10][N:9]=2)[CH2:6][C@@H:5]([NH2:30])[CH2:4]1)[CH3:2].CCN(C(C)C)C(C)C.[CH3:40][C:41]([S:44](Cl)=[O:45])([CH3:43])[CH3:42].ClC1C=CC=C(C(OO)=[O:55])C=1, predict the reaction product. The product is: [CH2:1]([C@H:3]1[C@@H:7]([C:8]2[N:12]3[C:13]4[CH:19]=[CH:18][N:17]([S:20]([C:23]5[CH:24]=[CH:25][C:26]([CH3:27])=[CH:28][CH:29]=5)(=[O:22])=[O:21])[C:14]=4[N:15]=[CH:16][C:11]3=[N:10][N:9]=2)[CH2:6][C@@H:5]([NH:30][S:44]([C:41]([CH3:43])([CH3:42])[CH3:40])(=[O:45])=[O:55])[CH2:4]1)[CH3:2]. (4) Given the reactants I[C:2]1[C:10]2[O:9][C:8](=[O:11])[N:7]([CH2:12][C:13]([O:15][CH3:16])=[O:14])[C:6]=2[CH:5]=[C:4]([N+:17]([O-:19])=[O:18])[CH:3]=1.[C:20]([C:22]1[CH:23]=[C:24]([NH:28][C:29](=[O:35])[O:30][C:31]([CH3:34])([CH3:33])[CH3:32])[CH:25]=[CH:26][CH:27]=1)#[CH:21], predict the reaction product. The product is: [C:31]([O:30][C:29]([NH:28][C:24]1[CH:23]=[C:22]([C:20]#[C:21][C:2]2[C:10]3[O:9][C:8](=[O:11])[N:7]([CH2:12][C:13]([O:15][CH3:16])=[O:14])[C:6]=3[CH:5]=[C:4]([N+:17]([O-:19])=[O:18])[CH:3]=2)[CH:27]=[CH:26][CH:25]=1)=[O:35])([CH3:34])([CH3:33])[CH3:32]. (5) Given the reactants [NH2:1][CH2:2][C:3]([NH:5][C:6]1[CH:11]=[CH:10][C:9]([O:12][CH3:13])=[CH:8][CH:7]=1)=[O:4].[CH:14](=O)[C:15]1[CH:20]=[CH:19][CH:18]=[CH:17][CH:16]=1.FC(F)(F)C(O)=O, predict the reaction product. The product is: [CH3:13][O:12][C:9]1[CH:10]=[CH:11][C:6]2[NH:5][C:3](=[O:4])[CH2:2][NH:1][CH:14]([C:15]3[CH:20]=[CH:19][CH:18]=[CH:17][CH:16]=3)[C:7]=2[CH:8]=1. (6) Given the reactants [CH2:1]([NH:4][C:5](=[S:8])[NH:6][NH2:7])[CH:2]=[CH2:3].[CH2:9]([Cl:18])[C:10]([C:12]1[CH:17]=[CH:16][CH:15]=[CH:14][CH:13]=1)=O, predict the reaction product. The product is: [ClH:18].[C:12]1([C:10]2[N:4]([CH2:1][CH:2]=[CH2:3])[C:5](=[N:6][NH2:7])[S:8][CH:9]=2)[CH:17]=[CH:16][CH:15]=[CH:14][CH:13]=1. (7) Given the reactants [C:1]([O:5][C:6](=[O:21])[NH:7][CH2:8][C:9](=[O:20])[NH:10][C:11]1[CH:16]=[CH:15][C:14]([CH2:17][OH:18])=[C:13]([Cl:19])[CH:12]=1)([CH3:4])([CH3:3])[CH3:2], predict the reaction product. The product is: [C:1]([O:5][C:6](=[O:21])[NH:7][CH2:8][C:9](=[O:20])[NH:10][C:11]1[CH:16]=[CH:15][C:14]([CH:17]=[O:18])=[C:13]([Cl:19])[CH:12]=1)([CH3:4])([CH3:2])[CH3:3].